Dataset: Forward reaction prediction with 1.9M reactions from USPTO patents (1976-2016). Task: Predict the product of the given reaction. (1) Given the reactants [CH2:1]([C:3]1[NH:12][C:11](=[O:13])[C:10]2[C:5](=[CH:6][CH:7]=[CH:8][CH:9]=2)[N:4]=1)[CH3:2].Br[CH2:15][CH2:16][O:17][C:18]1[CH:25]=[CH:24][C:21]([CH:22]=[O:23])=[CH:20][CH:19]=1.C([O-])([O-])=O.[K+].[K+], predict the reaction product. The product is: [CH2:1]([C:3]1[N:12]([CH2:15][CH2:16][O:17][C:18]2[CH:25]=[CH:24][C:21]([CH:22]=[O:23])=[CH:20][CH:19]=2)[C:11](=[O:13])[C:10]2[C:5](=[CH:6][CH:7]=[CH:8][CH:9]=2)[N:4]=1)[CH3:2]. (2) Given the reactants Cl.[NH2:2][C:3]1[C:8]2[C:9]([C:25]3[CH:26]=[N:27][C:28]4[C:33]([CH:34]=3)=[CH:32][CH:31]=[CH:30][CH:29]=4)=[C:10]3[CH2:16][CH2:15][C@H:14]([NH:17]C(=O)OC(C)(C)C)[CH2:13][CH2:12][N:11]3[C:7]=2[N:6]=[CH:5][N:4]=1.[OH-].[Na+], predict the reaction product. The product is: [N:27]1[C:28]2[C:33](=[CH:32][CH:31]=[CH:30][CH:29]=2)[CH:34]=[C:25]([C:9]2[C:8]3[C:3]([NH2:2])=[N:4][CH:5]=[N:6][C:7]=3[N:11]3[CH2:12][CH2:13][C@@H:14]([NH2:17])[CH2:15][CH2:16][C:10]=23)[CH:26]=1. (3) Given the reactants Cl[C:2]1[CH:7]=[C:6]([Cl:8])[N:5]=[C:4]([NH:9][C@H:10]([C:12]2[CH:17]=[CH:16][C:15]([Cl:18])=[CH:14][CH:13]=2)[CH3:11])[N:3]=1.[CH3:19][S:20]([N:23]1[CH2:28][CH2:27][NH:26][CH2:25][CH2:24]1)(=[O:22])=[O:21].C(N(CC)C(C)C)(C)C, predict the reaction product. The product is: [Cl:8][C:6]1[N:5]=[C:4]([NH:9][C@H:10]([C:12]2[CH:17]=[CH:16][C:15]([Cl:18])=[CH:14][CH:13]=2)[CH3:11])[N:3]=[C:2]([N:26]2[CH2:27][CH2:28][N:23]([S:20]([CH3:19])(=[O:22])=[O:21])[CH2:24][CH2:25]2)[CH:7]=1. (4) Given the reactants Br[C:2]1[CH:11]=[CH:10][CH:9]=[C:8]2[C:3]=1[C:4](=[O:28])[N:5]([C:22]1[CH:23]=[N:24][CH:25]=[CH:26][CH:27]=1)[C:6]([C@@H:12]([NH:14][C:15](=[O:21])[O:16][C:17]([CH3:20])([CH3:19])[CH3:18])[CH3:13])=[N:7]2.[CH3:29][N:30]1C(=O)CCC1, predict the reaction product. The product is: [C:29]([C:2]1[CH:11]=[CH:10][CH:9]=[C:8]2[C:3]=1[C:4](=[O:28])[N:5]([C:22]1[CH:23]=[N:24][CH:25]=[CH:26][CH:27]=1)[C:6]([C@@H:12]([NH:14][C:15](=[O:21])[O:16][C:17]([CH3:20])([CH3:19])[CH3:18])[CH3:13])=[N:7]2)#[N:30]. (5) Given the reactants Cl.N=C1C=CN([C:9]2[N:10]=[CH:11][C:12]3[CH:18]=[C:17]([C:19]4[CH:24]=[C:23]([O:25][CH3:26])[CH:22]=[C:21]([O:27][CH3:28])[CH:20]=4)[C:16](=[O:29])[N:15]([CH2:30][CH3:31])[C:13]=3[N:14]=2)C=C1.C(=O)([O-])[O-].[K+].[K+].[NH2:38][C:39]1[CH:44]=[CH:43][N:42]=[CH:41][CH:40]=1, predict the reaction product. The product is: [N:42]1[CH:43]=[CH:44][C:39]([NH:38][C:9]2[N:10]=[CH:11][C:12]3[CH:18]=[C:17]([C:19]4[CH:24]=[C:23]([O:25][CH3:26])[CH:22]=[C:21]([O:27][CH3:28])[CH:20]=4)[C:16](=[O:29])[N:15]([CH2:30][CH3:31])[C:13]=3[N:14]=2)=[CH:40][CH:41]=1. (6) Given the reactants [Cl:1][C:2]1[N:10](CC=C)[C:9]2[C:8](=[O:14])[N:7]([CH2:15][CH2:16][CH2:17][C:18]([F:21])([F:20])[F:19])[C:6](=[O:22])[N:5]([CH2:23][CH2:24][CH2:25][C:26]([F:29])([F:28])[F:27])[C:4]=2[N:3]=1.N1CCOCC1, predict the reaction product. The product is: [Cl:1][C:2]1[NH:10][C:9]2[C:8](=[O:14])[N:7]([CH2:15][CH2:16][CH2:17][C:18]([F:20])([F:21])[F:19])[C:6](=[O:22])[N:5]([CH2:23][CH2:24][CH2:25][C:26]([F:29])([F:27])[F:28])[C:4]=2[N:3]=1.